Dataset: Forward reaction prediction with 1.9M reactions from USPTO patents (1976-2016). Task: Predict the product of the given reaction. (1) Given the reactants CS(C)=O.C(Cl)(=O)C(Cl)=O.[CH3:11][O:12][C:13](=[O:37])[C@H:14]([CH2:33][CH2:34][S:35][CH3:36])[NH:15][C:16](=[O:32])[C:17]1[CH:22]=[CH:21][C:20]([CH2:23][OH:24])=[CH:19][C:18]=1[C:25]1[CH:30]=[CH:29][CH:28]=[CH:27][C:26]=1[CH3:31].C(N(CC)CC)C, predict the reaction product. The product is: [CH3:11][O:12][C:13](=[O:37])[C@H:14]([CH2:33][CH2:34][S:35][CH3:36])[NH:15][C:16](=[O:32])[C:17]1[CH:22]=[CH:21][C:20]([CH:23]=[O:24])=[CH:19][C:18]=1[C:25]1[CH:30]=[CH:29][CH:28]=[CH:27][C:26]=1[CH3:31]. (2) Given the reactants II.C[Si](Cl)(C)C.[C:8]([O:12][C:13]([NH:15][C@H:16]([CH2:25]I)[CH2:17][C:18]([O:20][C:21]([CH3:24])([CH3:23])[CH3:22])=[O:19])=[O:14])([CH3:11])([CH3:10])[CH3:9].I[C:28]1[CH:29]=[C:30]([OH:35])[CH:31]=[CH:32][C:33]=1[CH3:34].C1(C)C=CC=CC=1P(C1C=CC=CC=1C)C1C=CC=CC=1C, predict the reaction product. The product is: [C:8]([O:12][C:13]([NH:15][C@H:16]([CH2:25][C:32]1[CH:31]=[C:30]([OH:35])[CH:29]=[CH:28][C:33]=1[CH3:34])[CH2:17][C:18]([O:20][C:21]([CH3:24])([CH3:23])[CH3:22])=[O:19])=[O:14])([CH3:11])([CH3:10])[CH3:9]. (3) Given the reactants FC1C=CC=CC=1[C:8](=[N:18][OH:19])[CH2:9][O:10][C@@H:11]([CH:16]=[CH2:17])[C:12]([F:15])([F:14])[F:13].C1(C=CC(O)=CC=1)O, predict the reaction product. The product is: [F:15][C:12]([F:13])([F:14])[C@@H:11]1[C@@H:16]2[C:8](=[N:18][O:19][CH2:17]2)[CH2:9][O:10]1. (4) Given the reactants [Br-].[CH:2]1[C:11]2[C:6](=[CH:7][CH:8]=[CH:9][CH:10]=2)[CH:5]=[CH:4][C:3]=1[CH:12]([P+](C1C=CC=CC=1)(C1C=CC=CC=1)C1C=CC=CC=1)[CH3:13].[CH:33](=O)[CH2:34][CH2:35][CH2:36][CH2:37][CH2:38][CH2:39][CH2:40]/[CH:41]=[CH:42]/C.[CH2:45]1COCC1, predict the reaction product. The product is: [CH3:45][C:12]([C:3]1[CH:4]=[CH:5][C:6]2[C:11](=[CH:10][CH:9]=[CH:8][CH:7]=2)[CH:2]=1)=[CH:13][CH2:42][CH2:41][CH2:40][CH2:39][CH2:38][CH2:37][CH2:36]/[CH:35]=[CH:34]/[CH3:33]. (5) Given the reactants [H-].[Na+].[C:3]([O:11][CH2:12][CH3:13])(=[O:10])[CH2:4][C:5]([O:7][CH2:8][CH3:9])=[O:6].Cl[CH2:15][CH2:16][CH2:17][C:18]1[CH:23]=[CH:22][N:21]=[CH:20][CH:19]=1.O, predict the reaction product. The product is: [N:21]1[CH:22]=[CH:23][C:18]([CH2:17][CH2:16][CH2:15][CH:4]([C:5]([O:7][CH2:8][CH3:9])=[O:6])[C:3]([O:11][CH2:12][CH3:13])=[O:10])=[CH:19][CH:20]=1. (6) Given the reactants [N+:1]([C:4]1[CH:11]=[C:10]([C:12]([F:15])([F:14])[F:13])[C:9]([O:16][CH2:17][C:18]([F:21])([F:20])[F:19])=[CH:8][C:5]=1[C:6]#[N:7])([O-])=O, predict the reaction product. The product is: [NH2:1][C:4]1[CH:11]=[C:10]([C:12]([F:14])([F:15])[F:13])[C:9]([O:16][CH2:17][C:18]([F:19])([F:20])[F:21])=[CH:8][C:5]=1[C:6]#[N:7]. (7) Given the reactants CC(=CC)C.P([O-])(O)(O)=O.[Na+].Cl([O-])=[O:13].[Na+].[F:16][C:17]1[CH:18]=[C:19]([C@:23]2([CH2:28][O:29][C:30]3[C:35](=[O:36])[N:34]([CH2:37][O:38][CH3:39])[C:33]([CH3:40])=[N:32][C:31]=3[CH3:41])[CH2:25][C@H:24]2[CH:26]=[O:27])[CH:20]=[CH:21][CH:22]=1, predict the reaction product. The product is: [F:16][C:17]1[CH:18]=[C:19]([C@:23]2([CH2:28][O:29][C:30]3[C:35](=[O:36])[N:34]([CH2:37][O:38][CH3:39])[C:33]([CH3:40])=[N:32][C:31]=3[CH3:41])[CH2:25][C@H:24]2[C:26]([OH:13])=[O:27])[CH:20]=[CH:21][CH:22]=1. (8) Given the reactants [CH3:1][C:2]1([C:7]2[O:11][C:10]([CH2:12][N:13]3[CH:17]=[C:16]([NH2:18])[CH:15]=[N:14]3)=[CH:9][CH:8]=2)[O:6]CCO1.[Cl:19][C:20]1[CH:21]=[C:22](/[CH:27]=[CH:28]/[C:29](O)=[O:30])[CH:23]=[CH:24][C:25]=1[F:26], predict the reaction product. The product is: [C:2]([C:7]1[O:11][C:10]([CH2:12][N:13]2[CH:17]=[C:16]([NH:18][C:29](=[O:30])/[CH:28]=[CH:27]/[C:22]3[CH:23]=[CH:24][C:25]([F:26])=[C:20]([Cl:19])[CH:21]=3)[CH:15]=[N:14]2)=[CH:9][CH:8]=1)(=[O:6])[CH3:1].